This data is from Reaction yield outcomes from USPTO patents with 853,638 reactions. The task is: Predict the reaction yield, written as a fraction of the theoretical maximum amount of product (1.0 means a 100% yield; for example, 0.34 means a 34% yield). (1) The yield is 0.760. The reactants are C[Al](C)C.[CH3:5][O:6][CH2:7][CH2:8][NH2:9].[CH3:10][C:11]1[O:15][N:14]=[C:13]([C:16]2[CH:21]=[CH:20][CH:19]=[CH:18][CH:17]=2)[C:12]=1[CH2:22][O:23][C:24]1[CH:32]=[CH:31][C:27]([C:28](O)=[O:29])=[CH:26][N:25]=1.O. The product is [CH3:5][O:6][CH2:7][CH2:8][NH:9][C:28](=[O:29])[C:27]1[CH:31]=[CH:32][C:24]([O:23][CH2:22][C:12]2[C:13]([C:16]3[CH:17]=[CH:18][CH:19]=[CH:20][CH:21]=3)=[N:14][O:15][C:11]=2[CH3:10])=[N:25][CH:26]=1. The catalyst is O1CCOCC1. (2) The reactants are COC1C=C(OC)C=CC=1C[N:6]1[C:11](=[O:12])[C:10]([C:13]([OH:15])=[O:14])=[C:9]([OH:16])[C:8]2[CH2:17][CH2:18][CH2:19][C:20]3[CH:25]=[C:24]([N:26]([CH3:28])[CH3:27])[CH:23]=[CH:22][C:21]=3[C:7]1=2.[SiH](C(C)C)(C(C)C)C(C)C.C(O)(C(F)(F)F)=O. The catalyst is C(Cl)Cl. The yield is 0.830. The product is [CH3:27][N:26]([CH3:28])[C:24]1[CH:23]=[CH:22][C:21]2[C:7]3[NH:6][C:11](=[O:12])[C:10]([C:13]([OH:15])=[O:14])=[C:9]([OH:16])[C:8]=3[CH2:17][CH2:18][CH2:19][C:20]=2[CH:25]=1. (3) The reactants are C([O:9][C@@H:10]1[C@@H:14]([CH2:15][OH:16])[CH:13]=[CH:12][C@@H:11]1[O:17]C(=O)C1C=CC=CC=1)(=O)C1C=CC=CC=1.C[O-].[Na+]. The catalyst is CO. The product is [OH:16][CH2:15][C@@H:14]1[C@@H:10]([OH:9])[C@@H:11]([OH:17])[CH:12]=[CH:13]1. The yield is 0.710. (4) The reactants are [F:1][C:2]1[CH:7]=[CH:6][C:5]([C:8]2[O:9][C:10]3[CH:20]=[C:19]([N:21]([CH3:26])[S:22]([CH3:25])(=[O:24])=[O:23])[C:18]([CH:27]4[O:32][CH2:31][CH2:30][NH:29][CH2:28]4)=[CH:17][C:11]=3[C:12]=2[C:13]([NH:15][CH3:16])=[O:14])=[CH:4][CH:3]=1.[C:33]([O:37][C:38]([N:40]1[C:48]2[C:43](=[CH:44][CH:45]=[CH:46][C:47]=2[F:49])[CH:42]=[C:41]1[C:50](O)=[O:51])=[O:39])([CH3:36])([CH3:35])[CH3:34].CN(C(ON1N=NC2C=CC=NC1=2)=[N+](C)C)C.F[P-](F)(F)(F)(F)F.CCN(CC)CC. The catalyst is CN(C=O)C.O. The product is [F:49][C:47]1[CH:46]=[CH:45][CH:44]=[C:43]2[C:48]=1[N:40]([C:38]([O:37][C:33]([CH3:34])([CH3:36])[CH3:35])=[O:39])[C:41]([C:50]([N:29]1[CH2:30][CH2:31][O:32][CH:27]([C:18]3[C:19]([N:21]([CH3:26])[S:22]([CH3:25])(=[O:23])=[O:24])=[CH:20][C:10]4[O:9][C:8]([C:5]5[CH:4]=[CH:3][C:2]([F:1])=[CH:7][CH:6]=5)=[C:12]([C:13](=[O:14])[NH:15][CH3:16])[C:11]=4[CH:17]=3)[CH2:28]1)=[O:51])=[CH:42]2. The yield is 0.760. (5) The reactants are [CH2:1]([O:8][C:9]1[CH:10]=[CH:11][C:12]([C:20](=[O:23])[CH2:21][Br:22])=[C:13]2[C:18]=1[NH:17][C:16](=[O:19])[CH:15]=[CH:14]2)[C:2]1[CH:7]=[CH:6][CH:5]=[CH:4][CH:3]=1.O1CCCC1.B.CO. The catalyst is C1(C)C=CC=CC=1. The product is [CH2:1]([O:8][C:9]1[CH:10]=[CH:11][C:12]([C@@H:20]([OH:23])[CH2:21][Br:22])=[C:13]2[C:18]=1[NH:17][C:16](=[O:19])[CH:15]=[CH:14]2)[C:2]1[CH:3]=[CH:4][CH:5]=[CH:6][CH:7]=1. The yield is 0.810. (6) The reactants are [CH2:1]([N:8]1[C:16]2[C:11](=[N:12][C:13]([Cl:17])=[CH:14][CH:15]=2)[CH:10]=[C:9]1Br)[C:2]1[CH:7]=[CH:6][CH:5]=[CH:4][CH:3]=1.C([Sn](CCCC)(CCCC)[C:24]1[N:25]=[CH:26][N:27]([C:29]([C:42]2[CH:47]=[CH:46][CH:45]=[CH:44][CH:43]=2)([C:36]2[CH:41]=[CH:40][CH:39]=[CH:38][CH:37]=2)[C:30]2[CH:35]=[CH:34][CH:33]=[CH:32][CH:31]=2)[CH:28]=1)CCC. The catalyst is C1(C)C=CC=CC=1.C1C=CC([P]([Pd]([P](C2C=CC=CC=2)(C2C=CC=CC=2)C2C=CC=CC=2)([P](C2C=CC=CC=2)(C2C=CC=CC=2)C2C=CC=CC=2)[P](C2C=CC=CC=2)(C2C=CC=CC=2)C2C=CC=CC=2)(C2C=CC=CC=2)C2C=CC=CC=2)=CC=1. The product is [CH2:1]([N:8]1[C:16]2[C:11](=[N:12][C:13]([Cl:17])=[CH:14][CH:15]=2)[CH:10]=[C:9]1[C:24]1[N:25]=[CH:26][N:27]([C:29]([C:30]2[CH:35]=[CH:34][CH:33]=[CH:32][CH:31]=2)([C:42]2[CH:43]=[CH:44][CH:45]=[CH:46][CH:47]=2)[C:36]2[CH:37]=[CH:38][CH:39]=[CH:40][CH:41]=2)[CH:28]=1)[C:2]1[CH:7]=[CH:6][CH:5]=[CH:4][CH:3]=1. The yield is 0.660. (7) The reactants are [NH2:1][C:2]1[C:3]([N+:12]([O-:14])=[O:13])=[C:4]([CH:8]=[C:9]([Cl:11])[CH:10]=1)[C:5]([OH:7])=[O:6].[CH3:15]N(C(ON1N=NC2C=CC=NC1=2)=[N+](C)C)C.F[P-](F)(F)(F)(F)F.C[NH3+].F[P-](F)(F)(F)(F)F.N1(OC(N(C)C)=[N+](C)C)C2N=CC=CC=2N=N1.F[P-](F)(F)(F)(F)F.CCN(CC)CC. The catalyst is CO.C1COCC1. The product is [NH2:1][C:2]1[C:3]([N+:12]([O-:14])=[O:13])=[C:4]([CH:8]=[C:9]([Cl:11])[CH:10]=1)[C:5]([O:7][CH3:15])=[O:6]. The yield is 0.640. (8) The reactants are Cl[CH2:2][CH2:3][C:4]([C:6]1[S:10][C:9]2[CH2:11][C:12]([CH3:15])([CH3:14])[CH2:13][C:8]=2[CH:7]=1)=[O:5].S(=O)(=O)(O)O.P([O-])([O-])(O)=O.[K+].[K+].C(OCC)(=O)C. The catalyst is O. The product is [CH3:14][C:12]1([CH3:15])[CH2:13][C:8]2[C:7]3[CH2:2][CH2:3][C:4](=[O:5])[C:6]=3[S:10][C:9]=2[CH2:11]1. The yield is 0.370.